This data is from Catalyst prediction with 721,799 reactions and 888 catalyst types from USPTO. The task is: Predict which catalyst facilitates the given reaction. Reactant: [ClH:1].C([N:9]1[CH2:16][C@@H:15]2[C@@H:11]([CH2:12][N:13]([C:17]([O:19][C:20]([CH3:23])([CH3:22])[CH3:21])=[O:18])[CH2:14]2)[CH2:10]1)C1C=CC=CC=1.N#N. Product: [ClH:1].[CH2:12]1[CH:11]2[CH2:10][NH:9][CH2:16][CH:15]2[CH2:14][N:13]1[C:17]([O:19][C:20]([CH3:23])([CH3:22])[CH3:21])=[O:18]. The catalyst class is: 515.